This data is from Forward reaction prediction with 1.9M reactions from USPTO patents (1976-2016). The task is: Predict the product of the given reaction. (1) Given the reactants [C:1]([C:4]1[C:5]([C:19]2[CH:24]=[CH:23][CH:22]=[CH:21][C:20]=2[Cl:25])=[N:6][N:7]([C:9]2[CH:14]=[CH:13][N:12]=[C:11]([NH:15][C:16](=[O:18])[CH3:17])[CH:10]=2)[CH:8]=1)(=O)[CH3:2].C[N:27]([CH:29](OC)OC)C.Cl.[NH2:35]N, predict the reaction product. The product is: [Cl:25][C:20]1[CH:21]=[CH:22][CH:23]=[CH:24][C:19]=1[C:5]1[C:4]([C:1]2[CH:2]=[CH:29][NH:27][N:35]=2)=[CH:8][N:7]([C:9]2[CH:14]=[CH:13][N:12]=[C:11]([NH:15][C:16](=[O:18])[CH3:17])[CH:10]=2)[N:6]=1. (2) The product is: [CH2:1]([O:5][CH2:6][CH2:7][CH2:8][CH2:9][CH2:10][CH2:11][N:12]1[CH2:17][CH2:16][C:15](=[N:20][OH:21])[CH2:14][CH2:13]1)[CH2:2][CH2:3][CH3:4]. Given the reactants [CH2:1]([O:5][CH2:6][CH2:7][CH2:8][CH2:9][CH2:10][CH2:11][N:12]1[CH2:17][CH2:16][C:15](=O)[CH2:14][CH2:13]1)[CH2:2][CH2:3][CH3:4].Cl.[NH2:20][OH:21], predict the reaction product. (3) Given the reactants [N:1]1([CH2:6][CH2:7][CH2:8][NH2:9])[CH:5]=[CH:4][N:3]=[CH:2]1.[NH:10]1[C:18]2[C:13](=[CH:14][C:15]([CH:19]=O)=[CH:16][CH:17]=2)[CH:12]=[CH:11]1.C([O:23][C:24](=O)[C:25](=[O:33])[CH2:26][C:27]1[CH:32]=[CH:31][CH:30]=[CH:29][CH:28]=1)C, predict the reaction product. The product is: [OH:33][C:25]1[C:24](=[O:23])[N:9]([CH2:8][CH2:7][CH2:6][N:1]2[CH:5]=[CH:4][N:3]=[CH:2]2)[CH:19]([C:15]2[CH:14]=[C:13]3[C:18](=[CH:17][CH:16]=2)[NH:10][CH:11]=[CH:12]3)[C:26]=1[C:27]1[CH:32]=[CH:31][CH:30]=[CH:29][CH:28]=1. (4) Given the reactants [CH3:1][C:2](=[CH2:17])[CH2:3][N:4]1[C:15](=[O:16])[CH2:14][CH2:13][C@H:5]1[C:6]([O:8]C(C)(C)C)=[O:7], predict the reaction product. The product is: [CH3:17][C:2](=[CH2:1])[CH2:3][N:4]1[C:15](=[O:16])[CH2:14][CH2:13][C@H:5]1[C:6]([OH:8])=[O:7]. (5) Given the reactants [CH3:1][O:2][C:3]1[CH:4]=[C:5]([CH:8]=[C:9]([O:13][CH3:14])[C:10]=1[O:11][CH3:12])[CH:6]=O.[O-2].[Al+3].[O-2].[O-2].[Al+3].Cl.[CH3:21][C:22]([CH3:24])=[O:23], predict the reaction product. The product is: [CH3:1][O:2][C:3]1[CH:4]=[C:5]([CH:6]=[CH:21][C:22](=[O:23])[CH3:24])[CH:8]=[C:9]([O:13][CH3:14])[C:10]=1[O:11][CH3:12].